Task: Predict which catalyst facilitates the given reaction.. Dataset: Catalyst prediction with 721,799 reactions and 888 catalyst types from USPTO (1) Reactant: [Br:1][CH2:2][CH2:3][C:4]#[C:5][C:6]1[CH:11]=[CH:10][C:9]([CH2:12][CH2:13][CH2:14][CH3:15])=[CH:8][CH:7]=1.[CH2:16]1[C:25]2[C:20](=[CH:21][CH:22]=[CH:23][CH:24]=2)[CH2:19][CH2:18][NH:17]1. Product: [Br-:1].[CH2:12]([C:9]1[CH:10]=[CH:11][C:6]([C:5]#[C:4][CH2:3][CH2:2][N+:17]2[CH:18]=[CH:19][C:20]3[CH2:21][CH2:22][CH2:23][CH2:24][C:25]=3[CH:16]=2)=[CH:7][CH:8]=1)[CH2:13][CH2:14][CH3:15]. The catalyst class is: 10. (2) Reactant: [CH3:1][C:2]1[CH:3]=[CH:4][C:5]([Cl:10])=[C:6]([CH:9]=1)[C:7]#[N:8].[Br:11]N1C(=O)CCC1=O.C(OOC(=O)C1C=CC=CC=1)(=O)C1C=CC=CC=1. Product: [Br:11][CH2:1][C:2]1[CH:3]=[CH:4][C:5]([Cl:10])=[C:6]([CH:9]=1)[C:7]#[N:8]. The catalyst class is: 53. (3) The catalyst class is: 1. Product: [C:32]([N:39]1[CH2:43][C@H:42]([S:62][C:21](=[O:22])[CH3:20])[C@@H:41]([NH:45][S:46]([C:49]2[CH:54]=[CH:53][C:52]([O:55][C:56]3[CH:57]=[CH:58][CH:59]=[CH:60][CH:61]=3)=[CH:51][CH:50]=2)(=[O:47])=[O:48])[CH2:40]1)([O:34][C:35]([CH3:38])([CH3:37])[CH3:36])=[O:33]. Reactant: C1C=CC(P(C2C=CC=CC=2)C2C=CC=CC=2)=CC=1.[CH3:20][CH2:21][O:22]C(/N=N/C(OCC)=O)=O.[C:32]([N:39]1[CH2:43][C@@H:42](O)[C@@H:41]([NH:45][S:46]([C:49]2[CH:54]=[CH:53][C:52]([O:55][C:56]3[CH:61]=[CH:60][CH:59]=[CH:58][CH:57]=3)=[CH:51][CH:50]=2)(=[O:48])=[O:47])[CH2:40]1)([O:34][C:35]([CH3:38])([CH3:37])[CH3:36])=[O:33].[S:62]1C=CC=C1CC(O)=O. (4) Product: [F:7][C:8]1[CH:18]=[CH:17][C:11]([O:3][CH2:2][C:1]([Cl:6])=[O:5])=[CH:10][CH:9]=1. Reactant: [C:1]([Cl:6])(=[O:5])[C:2](Cl)=[O:3].[F:7][C:8]1[CH:18]=[CH:17][C:11](OCC(O)=O)=[CH:10][CH:9]=1. The catalyst class is: 204. (5) Reactant: C(OC([N:8]1[CH2:44][CH2:43][C:11]2([O:15][C:14]([NH:16][C:17]3[CH:18]=[C:19]4[C:24](=[CH:25][CH:26]=3)[N:23]=[CH:22][N:21]=[C:20]4[NH:27][C:28]3[CH:33]=[CH:32][C:31]([O:34][C:35]4[CH:36]=[N:37][C:38]([CH3:41])=[CH:39][CH:40]=4)=[C:30]([CH3:42])[CH:29]=3)=[N:13][CH2:12]2)[CH2:10][CH2:9]1)=O)(C)(C)C.[C:45]([OH:51])([C:47](F)(F)F)=O.C(OC(=O)C)(=O)C. Product: [CH3:42][C:30]1[CH:29]=[C:28]([NH:27][C:20]2[C:19]3[C:24](=[CH:25][CH:26]=[C:17]([NH:16][C:14]4[O:15][C:11]5([CH2:43][CH2:44][N:8]([C:45](=[O:51])[CH3:47])[CH2:9][CH2:10]5)[CH2:12][N:13]=4)[CH:18]=3)[N:23]=[CH:22][N:21]=2)[CH:33]=[CH:32][C:31]=1[O:34][C:35]1[CH:36]=[N:37][C:38]([CH3:41])=[CH:39][CH:40]=1. The catalyst class is: 202. (6) Reactant: [CH2:1]([N:8]1[CH2:14][CH2:13][C:10]2([O:12][CH2:11]2)[CH2:9]1)[C:2]1[CH:7]=[CH:6][CH:5]=[CH:4][CH:3]=1.[NH2:15][C:16]1[CH:21]=[CH:20][CH:19]=[CH:18][CH:17]=1.Cl([O-])(=O)(=O)=O.[Li+]. Product: [NH:15]([CH2:11][C:10]1([OH:12])[CH2:13][CH2:14][N:8]([CH2:1][C:2]2[CH:7]=[CH:6][CH:5]=[CH:4][CH:3]=2)[CH2:9]1)[C:16]1[CH:21]=[CH:20][CH:19]=[CH:18][CH:17]=1. The catalyst class is: 10. (7) The catalyst class is: 251. Product: [F:43][C:42]([F:44])([F:45])[C:38]1[CH:37]=[C:36]([NH:33][C:34](=[O:35])[NH:1][C:2]2[CH:32]=[CH:31][C:5]([C:6]([C:8]3[CH:17]=[C:16]4[C:11]([N:12]=[CH:13][C:14]([CH:18]5[CH2:23][CH2:22][N:21]([C:24]([O:26][C:27]([CH3:28])([CH3:29])[CH3:30])=[O:25])[CH2:20][CH2:19]5)=[N:15]4)=[CH:10][CH:9]=3)=[O:7])=[CH:4][CH:3]=2)[CH:41]=[CH:40][CH:39]=1. Reactant: [NH2:1][C:2]1[CH:32]=[CH:31][C:5]([C:6]([C:8]2[CH:17]=[C:16]3[C:11]([N:12]=[CH:13][C:14]([CH:18]4[CH2:23][CH2:22][N:21]([C:24]([O:26][C:27]([CH3:30])([CH3:29])[CH3:28])=[O:25])[CH2:20][CH2:19]4)=[N:15]3)=[CH:10][CH:9]=2)=[O:7])=[CH:4][CH:3]=1.[N:33]([C:36]1[CH:41]=[CH:40][CH:39]=[C:38]([C:42]([F:45])([F:44])[F:43])[CH:37]=1)=[C:34]=[O:35].